This data is from NCI-60 drug combinations with 297,098 pairs across 59 cell lines. The task is: Regression. Given two drug SMILES strings and cell line genomic features, predict the synergy score measuring deviation from expected non-interaction effect. Drug 1: CN(CC1=CN=C2C(=N1)C(=NC(=N2)N)N)C3=CC=C(C=C3)C(=O)NC(CCC(=O)O)C(=O)O. Drug 2: C1C(C(OC1N2C=NC3=C2NC=NCC3O)CO)O. Cell line: NCI-H460. Synergy scores: CSS=26.4, Synergy_ZIP=-0.668, Synergy_Bliss=-0.140, Synergy_Loewe=-39.8, Synergy_HSA=-0.282.